From a dataset of Reaction yield outcomes from USPTO patents with 853,638 reactions. Predict the reaction yield, written as a fraction of the theoretical maximum amount of product (1.0 means a 100% yield; for example, 0.34 means a 34% yield). The reactants are [C:1]([C:3]([C:6]1[CH:7]=[C:8]([CH:13]=[CH:14][CH:15]=1)[C:9]([O:11]C)=[O:10])([CH3:5])[CH3:4])#[N:2].CO.O. The catalyst is O1CCCC1. The product is [C:1]([C:3]([C:6]1[CH:7]=[C:8]([CH:13]=[CH:14][CH:15]=1)[C:9]([OH:11])=[O:10])([CH3:5])[CH3:4])#[N:2]. The yield is 0.980.